Dataset: Catalyst prediction with 721,799 reactions and 888 catalyst types from USPTO. Task: Predict which catalyst facilitates the given reaction. (1) Reactant: COC1CCCC1.[CH:8]([O:10][CH:11]([CH3:13])[CH3:12])=[CH2:9].C1(C)C=CC(S([O-])(=O)=O)=CC=1.[NH+]1C=CC=CC=1.[Br:31][C:32]1[C:37]([O:38][CH3:39])=[CH:36][C:35]([CH2:40][OH:41])=[CH:34][C:33]=1[O:42][CH3:43]. Product: [Br:31][C:32]1[C:37]([O:38][CH3:39])=[CH:36][C:35]([CH2:40][O:41][CH:8]([O:10][CH:11]([CH3:13])[CH3:12])[CH3:9])=[CH:34][C:33]=1[O:42][CH3:43]. The catalyst class is: 7. (2) Reactant: [F:1][C:2]1[CH:3]=[CH:4][CH:5]=[C:6]2[C:10]=1[N:9]([CH2:11][CH:12]1[CH2:17][CH2:16][NH:15][CH2:14][CH2:13]1)[C:8](=[O:18])[C:7]12[C:22]2=[CH:23][C:24]3[O:28][CH2:27][O:26][C:25]=3[CH:29]=[C:21]2[O:20][CH2:19]1.C(N(CC)CC)C.[CH3:37][C:38]([CH3:40])=O.C(O[BH-](OC(=O)C)OC(=O)C)(=O)C.[Na+]. The catalyst class is: 4. Product: [F:1][C:2]1[CH:3]=[CH:4][CH:5]=[C:6]2[C:10]=1[N:9]([CH2:11][CH:12]1[CH2:17][CH2:16][N:15]([CH:38]([CH3:40])[CH3:37])[CH2:14][CH2:13]1)[C:8](=[O:18])[C:7]12[C:22]2=[CH:23][C:24]3[O:28][CH2:27][O:26][C:25]=3[CH:29]=[C:21]2[O:20][CH2:19]1.